From a dataset of Reaction yield outcomes from USPTO patents with 853,638 reactions. Predict the reaction yield, written as a fraction of the theoretical maximum amount of product (1.0 means a 100% yield; for example, 0.34 means a 34% yield). (1) The reactants are [F:1][C:2]1[CH:11]=[CH:10][C:9]([NH2:12])=[C:8]2[C:3]=1[CH:4]=[CH:5][CH:6]=[N:7]2.[N+:13]([C:16]1[CH:21]=[C:20]([C:22]([F:25])([F:24])[F:23])[CH:19]=[CH:18][C:17]=1[S:26](Cl)(=[O:28])=[O:27])([O-:15])=[O:14].N1C=CC=CC=1. The catalyst is CN(C1C=CN=CC=1)C.C(Cl)Cl. The product is [F:1][C:2]1[CH:11]=[CH:10][C:9]([NH:12][S:26]([C:17]2[CH:18]=[CH:19][C:20]([C:22]([F:24])([F:25])[F:23])=[CH:21][C:16]=2[N+:13]([O-:15])=[O:14])(=[O:27])=[O:28])=[C:8]2[C:3]=1[CH:4]=[CH:5][CH:6]=[N:7]2. The yield is 0.590. (2) The reactants are [O:1]1[C:11]2[C:6](=[CH:7][CH:8]=[CH:9][CH:10]=2)[CH:5]=[C:4]([C:12]([OH:14])=O)[C:2]1=[O:3].CCN=C=N[CH2:20][CH2:21][CH2:22][N:23](C)C.C1C=CC2N([OH:35])N=NC=2C=1.N[C:37]12[C:55]3[C:50](=[CH:51][CH:52]=[CH:53][CH:54]=3)[C:49](=[O:56])C1(O)C1[C:44]([O:45]2)=[CH:43][C:42]([CH:46]([CH3:48])[CH3:47])=[CH:41]C=1. The catalyst is C(Cl)Cl.CN(C=O)C. The product is [OH:35][C:37]12[C:55]3[C:50](=[CH:51][CH:52]=[CH:53][CH:54]=3)[C:49](=[O:56])[C:22]1([NH:23][C:12]([C:4]1[C:2](=[O:3])[O:1][C:11]3[C:6]([CH:5]=1)=[CH:7][CH:8]=[CH:9][CH:10]=3)=[O:14])[C:21]1[CH:20]=[CH:41][C:42]([CH:46]([CH3:48])[CH3:47])=[CH:43][C:44]=1[O:45]2. The yield is 0.790. (3) The reactants are [Cl:1][C:2]1[C:3]([C:10]([OH:12])=O)=[N:4][C:5]([Cl:9])=[C:6]([Cl:8])[CH:7]=1.S(Cl)(Cl)=O.CN(C)[CH:19]=[CH:20][C:21]([O:23][CH2:24][CH3:25])=[O:22].C(N(CC)CC)C.[NH2:34][C@H:35]([CH2:39][OH:40])[CH:36]([CH3:38])[CH3:37]. The catalyst is C1(C)C=CC=CC=1.CN(C=O)C.C1COCC1. The product is [CH2:24]([O:23][C:21](=[O:22])[C:20]([C:10]([C:3]1[C:2]([Cl:1])=[CH:7][C:6]([Cl:8])=[C:5]([Cl:9])[N:4]=1)=[O:12])=[CH:19][NH:34][C@H:35]([CH2:39][OH:40])[CH:36]([CH3:38])[CH3:37])[CH3:25]. The yield is 0.888. (4) The reactants are [Cl:1][C:2]1[CH:7]=[CH:6][CH:5]=[C:4]([Cl:8])[C:3]=1[N:9]1[C:13]([CH2:14][O:15][C:16]2[N:21]=[C:20]([C:22]([F:25])([F:24])[F:23])[C:19]([N+:26]([O-])=O)=[CH:18][CH:17]=2)=[C:12]([CH:29]([CH3:31])[CH3:30])[N:11]=[N:10]1.C(O)(=O)C. The catalyst is CO.[Zn]. The product is [Cl:8][C:4]1[CH:5]=[CH:6][CH:7]=[C:2]([Cl:1])[C:3]=1[N:9]1[C:13]([CH2:14][O:15][C:16]2[N:21]=[C:20]([C:22]([F:24])([F:23])[F:25])[C:19]([NH2:26])=[CH:18][CH:17]=2)=[C:12]([CH:29]([CH3:31])[CH3:30])[N:11]=[N:10]1. The yield is 0.940. (5) The reactants are [Br:1][C:2]1[CH:7]=[C:6]([O:8][CH3:9])[CH:5]=[CH:4][C:3]=1[F:10].[I:11]I. The catalyst is C(Cl)Cl.FC(F)(F)S([O-])(=O)=O.[Ag+]. The product is [Br:1][C:2]1[CH:7]=[C:6]([O:8][CH3:9])[C:5]([I:11])=[CH:4][C:3]=1[F:10]. The yield is 0.870.